This data is from Reaction yield outcomes from USPTO patents with 853,638 reactions. The task is: Predict the reaction yield, written as a fraction of the theoretical maximum amount of product (1.0 means a 100% yield; for example, 0.34 means a 34% yield). (1) The reactants are [CH:1]1([N:6]2[CH2:11][CH2:10][N:9]([C:12]([C:14]3[CH:15]=[C:16]4[C:20](=[CH:21][CH:22]=3)[NH:19][C:18]([C:23]([N:25]3[CH2:30][CH2:29][O:28][CH2:27][CH2:26]3)=[O:24])=[CH:17]4)=[O:13])[CH2:8][CH2:7]2)[CH2:5][CH2:4][CH2:3][CH2:2]1.[H-].[Na+].Br[CH:34]([CH3:36])[CH3:35]. The catalyst is CN(C)C=O. The product is [CH:1]1([N:6]2[CH2:7][CH2:8][N:9]([C:12]([C:14]3[CH:15]=[C:16]4[C:20](=[CH:21][CH:22]=3)[N:19]([CH:34]([CH3:36])[CH3:35])[C:18]([C:23]([N:25]3[CH2:26][CH2:27][O:28][CH2:29][CH2:30]3)=[O:24])=[CH:17]4)=[O:13])[CH2:10][CH2:11]2)[CH2:5][CH2:4][CH2:3][CH2:2]1. The yield is 0.310. (2) The reactants are [C:1]([C:3]1[C:4]([NH2:10])=[N:5][C:6]([NH2:9])=[CH:7][CH:8]=1)#[CH:2].[C:11](Cl)(=[N:13][OH:14])[CH3:12].[N:16]1[CH:21]=[CH:20][CH:19]=[CH:18][C:17]=1[O:22][C:23]1[CH:28]=[CH:27][CH:26]=[CH:25][CH:24]=1.C(N(CC)CC)C. The catalyst is O1CCCC1. The product is [N:16]1[CH:21]=[CH:20][CH:19]=[CH:18][C:17]=1[O:22][C:23]1[CH:24]=[CH:25][C:26]([CH2:12][C:11]2[CH:2]=[C:1]([C:3]3[C:4]([NH2:10])=[N:5][C:6]([NH2:9])=[CH:7][CH:8]=3)[O:14][N:13]=2)=[CH:27][CH:28]=1. The yield is 0.140. (3) No catalyst specified. The product is [Cl:35][C:36]1[CH:41]=[CH:40][C:39]([C:10]2[CH:15]=[CH:14][CH:13]=[C:12]([C:16]3[N:20]([CH3:21])[N:19]=[C:18]([C:22]([N:24]4[CH2:28][CH2:27][CH:26]([N:29]([CH2:30][CH3:31])[CH2:32][CH3:33])[CH2:25]4)=[O:23])[C:17]=3[CH3:34])[CH:11]=2)=[CH:38][CH:37]=1. The reactants are [O-]P([O-])([O-])=O.[K+].[K+].[K+].Br[C:10]1[CH:11]=[C:12]([C:16]2[N:20]([CH3:21])[N:19]=[C:18]([C:22]([N:24]3[CH2:28][CH2:27][CH:26]([N:29]([CH2:32][CH3:33])[CH2:30][CH3:31])[CH2:25]3)=[O:23])[C:17]=2[CH3:34])[CH:13]=[CH:14][CH:15]=1.[Cl:35][C:36]1[CH:41]=[CH:40][C:39](B(O)O)=[CH:38][CH:37]=1. The yield is 0.390. (4) The reactants are C([O:3][C:4]([C:6]1[C:10]([C:11](=O)[C:12]2[CH:17]=[CH:16][C:15]([O:18][CH3:19])=[CH:14][CH:13]=2)=[C:9]([CH3:21])[O:8][N:7]=1)=O)C.O.[NH2:23][NH2:24]. The catalyst is C(O)C. The product is [CH3:19][O:18][C:15]1[CH:16]=[CH:17][C:12]([C:11]2[C:10]3[C:6](=[N:7][O:8][C:9]=3[CH3:21])[C:4](=[O:3])[NH:23][N:24]=2)=[CH:13][CH:14]=1. The yield is 0.920. (5) The reactants are [Cl:1][C:2]1[C:3]([CH3:28])=[C:4]([CH:14]2[CH2:17][N:16]([C:18]([O:20][CH2:21][C:22]3[CH:27]=[CH:26][CH:25]=[CH:24][CH:23]=3)=[O:19])[CH2:15]2)[C:5]([O:11][CH2:12][CH3:13])=[C:6]([CH:8](Cl)[CH3:9])[CH:7]=1.[CH3:29][C:30]1[C:38]2[C:33](=[N:34][CH:35]=[N:36][C:37]=2[NH2:39])[NH:32][N:31]=1.C(=O)([O-])[O-].[Cs+].[Cs+].[I-].[K+]. The catalyst is CN(C)C=O.CCOCC. The product is [NH2:39][C:37]1[N:36]=[CH:35][N:34]=[C:33]2[N:32]([CH:8]([C:6]3[C:5]([O:11][CH2:12][CH3:13])=[C:4]([CH:14]4[CH2:15][N:16]([C:18]([O:20][CH2:21][C:22]5[CH:27]=[CH:26][CH:25]=[CH:24][CH:23]=5)=[O:19])[CH2:17]4)[C:3]([CH3:28])=[C:2]([Cl:1])[CH:7]=3)[CH3:9])[N:31]=[C:30]([CH3:29])[C:38]=12. The yield is 0.500. (6) The product is [C:1]([O:5][C:6]([N:8]1[CH2:12][CH:11]([OH:13])[CH:10]([C:14]2[CH:19]=[CH:18][C:17]([NH:28][C:26](=[O:27])[C:25]3[CH:29]=[CH:30][C:22]([Cl:21])=[CH:23][CH:24]=3)=[CH:16][CH:15]=2)[CH2:9]1)=[O:7])([CH3:4])([CH3:3])[CH3:2]. The yield is 0.810. The catalyst is O1CCOCC1.[Cu]I. The reactants are [C:1]([O:5][C:6]([N:8]1[CH2:12][CH:11]([OH:13])[CH:10]([C:14]2[CH:19]=[CH:18][C:17](Br)=[CH:16][CH:15]=2)[CH2:9]1)=[O:7])([CH3:4])([CH3:3])[CH3:2].[Cl:21][C:22]1[CH:30]=[CH:29][C:25]([C:26]([NH2:28])=[O:27])=[CH:24][CH:23]=1.C(=O)([O-])[O-].[Cs+].[Cs+].CNCCNC. (7) The reactants are [N+:1]([O-:4])([OH:3])=[O:2].S(=O)(=O)(O)O.[CH3:10][C:11]1[N:12]=[C:13]([C:19]2[CH:20]=[N:21][CH:22]=[CH:23][CH:24]=2)[S:14][C:15]=1[CH2:16][CH2:17]O.[OH-].[Na+]. The catalyst is O. The product is [CH3:10][C:11]1[N:12]=[C:13]([C:19]2[CH:20]=[N:21][CH:22]=[CH:23][CH:24]=2)[S:14][C:15]=1[CH2:16][CH2:17][O:2][N+:1]([O-:4])=[O:3]. The yield is 0.410. (8) The reactants are [Sn](Cl)(Cl)(Cl)Cl.[CH2:6]([C:13]1[S:17][C:16]2[CH:18]=[CH:19][CH:20]=[CH:21][C:15]=2[CH:14]=1)[C:7]1[CH:12]=[CH:11][CH:10]=[CH:9][CH:8]=1.[CH3:22][O:23]C(Cl)Cl.Cl. The catalyst is ClCCl. The product is [CH2:6]([C:13]1[S:17][C:16]2[CH:18]=[CH:19][CH:20]=[CH:21][C:15]=2[C:14]=1[CH:22]=[O:23])[C:7]1[CH:8]=[CH:9][CH:10]=[CH:11][CH:12]=1. The yield is 0.850.